From a dataset of Kir2.1 potassium channel HTS with 301,493 compounds. Binary Classification. Given a drug SMILES string, predict its activity (active/inactive) in a high-throughput screening assay against a specified biological target. (1) The compound is S=C(NCCCC)N(\N=C\c1c(cccc1)C(O)=O)C. The result is 0 (inactive). (2) The result is 0 (inactive). The molecule is O(\N=C(/N)c1ccc([N+]([O-])=O)cc1)C(=O)Cc1ccc([N+]([O-])=O)cc1.